Dataset: Forward reaction prediction with 1.9M reactions from USPTO patents (1976-2016). Task: Predict the product of the given reaction. (1) Given the reactants N1[CH2:5][CH2:4][CH2:3][C@H:2]1[CH2:6][OH:7].[CH3:8][O:9][C:10]1[CH:11]=[C:12](B(O)O)[CH:13]=[CH:14][CH:15]=1.C[Si]([N-][Si](C)(C)C)(C)C.[K+].ClC1CCOCC1, predict the reaction product. The product is: [CH3:8][O:9][C:10]1[CH:11]=[C:12]([CH:3]2[CH2:4][CH2:5][O:7][CH2:6][CH2:2]2)[CH:13]=[CH:14][CH:15]=1. (2) Given the reactants C(OC([N:8]([CH2:33][C:34]1[CH:39]=[CH:38][C:37]([CH3:40])=[C:36]([F:41])[CH:35]=1)[CH:9]1[CH2:14][CH2:13][N:12]([CH2:15][CH2:16][N:17]2[C:26]3[C:21](=[CH:22][CH:23]=[C:24]([O:27][CH3:28])[CH:25]=3)[N:20]=[CH:19][C:18]2=[O:29])[CH:11]([C:30]([OH:32])=[O:31])[CH2:10]1)=O)(C)(C)C.[ClH:42].C(OCC)(=O)C, predict the reaction product. The product is: [ClH:42].[F:41][C:36]1[CH:35]=[C:34]([CH:39]=[CH:38][C:37]=1[CH3:40])[CH2:33][NH:8][CH:9]1[CH2:14][CH2:13][N:12]([CH2:15][CH2:16][N:17]2[C:26]3[C:21](=[CH:22][CH:23]=[C:24]([O:27][CH3:28])[CH:25]=3)[N:20]=[CH:19][C:18]2=[O:29])[CH:11]([C:30]([OH:32])=[O:31])[CH2:10]1. (3) Given the reactants C(S(C1C=CC(CC2C3C(=CC=C(F)C=3)N(CC(O)=O)C=2C)=CC=1)(=O)=O)C1C=CC=CC=1.[F:33][C:34]1[CH:35]=[C:36]2[C:40](=[CH:41][CH:42]=1)[N:39]([CH2:43][C:44]([OH:46])=[O:45])[C:38]([CH3:47])=[C:37]2[CH2:48][C:49]1[CH:54]=[CH:53][CH:52]=[C:51]([S:55]([CH2:58][C:59]2[CH:64]=[CH:63][C:62](F)=[CH:61][CH:60]=2)(=[O:57])=[O:56])[CH:50]=1.C(Br)C1C=CC=CC=1, predict the reaction product. The product is: [CH2:58]([S:55]([C:51]1[CH:50]=[C:49]([CH:54]=[CH:53][CH:52]=1)[CH2:48][C:37]1[C:36]2[C:40](=[CH:41][CH:42]=[C:34]([F:33])[CH:35]=2)[N:39]([CH2:43][C:44]([OH:46])=[O:45])[C:38]=1[CH3:47])(=[O:56])=[O:57])[C:59]1[CH:60]=[CH:61][CH:62]=[CH:63][CH:64]=1. (4) Given the reactants [CH2:1]([CH:6]1[CH2:11][CH2:10][CH:9]([OH:12])[CH2:8][CH2:7]1)[CH2:2][CH2:3][CH2:4][CH3:5].O1CCCC1.O[C:19]1[CH:20]=[C:21]2[C:26](=[CH:27][CH:28]=1)[CH:25]=[C:24]([C@:29]1([CH3:35])[CH2:33][O:32][C:31](=[O:34])[NH:30]1)[CH:23]=[CH:22]2.C1(P(C2C=CC=CC=2)C2C=CC=CC=2)C=CC=CC=1.N(C(OCC)=O)=NC(OCC)=O.C1(C)C=CC=CC=1.CCOC(/N=N/C(OCC)=O)=O, predict the reaction product. The product is: [CH3:35][C@@:29]1([C:24]2[CH:23]=[CH:22][C:21]3[C:26](=[CH:27][CH:28]=[C:19]([O:12][CH:9]4[CH2:8][CH2:7][CH:6]([CH2:1][CH2:2][CH2:3][CH2:4][CH3:5])[CH2:11][CH2:10]4)[CH:20]=3)[CH:25]=2)[CH2:33][O:32][C:31](=[O:34])[NH:30]1. (5) The product is: [C:2]([C:3]1[S:15][C:16](=[NH:17])[N:14]([CH:11]2[CH2:12][CH2:13][O:8][CH2:9][CH2:10]2)[CH:4]=1)([CH3:7])([CH3:6])[CH3:1]. Given the reactants [CH3:1][C:2]([CH3:7])([CH3:6])[CH2:3][CH:4]=O.[O:8]1[CH2:13][CH2:12][CH:11]([NH2:14])[CH2:10][CH2:9]1.[S-:15][C:16]#[N:17].[K+].II, predict the reaction product. (6) Given the reactants [ClH:1].[NH:2]1[CH2:7][CH2:6][CH:5]([C:8]2[C:16]3[C:11](=[CH:12][CH:13]=[CH:14][CH:15]=3)[N:10]([CH2:17][C:18]3[CH:23]=[CH:22][C:21]([C:24]([F:27])([F:26])[F:25])=[CH:20][CH:19]=3)[CH:9]=2)[CH2:4][CH2:3]1.IC.[C:30](=O)([O-])O.[Na+].CN(C=O)C, predict the reaction product. The product is: [ClH:1].[CH3:30][N:2]1[CH2:7][CH2:6][CH:5]([C:8]2[C:16]3[C:11](=[CH:12][CH:13]=[CH:14][CH:15]=3)[N:10]([CH2:17][C:18]3[CH:19]=[CH:20][C:21]([C:24]([F:27])([F:25])[F:26])=[CH:22][CH:23]=3)[CH:9]=2)[CH2:4][CH2:3]1. (7) The product is: [Br:1][C:2]1[CH:3]=[C:4]2[C:9](=[CH:10][CH:11]=1)[N:8]=[CH:7][C:6]([N+:12]([O-:14])=[O:13])=[C:5]2[Cl:27]. Given the reactants [Br:1][C:2]1[CH:3]=[C:4]2[C:9](=[CH:10][CH:11]=1)[N:8]=[CH:7][C:6]([N+:12]([O-:14])=[O:13])=[C:5]2O.CCN(C(C)C)C(C)C.O=P(Cl)(Cl)[Cl:27], predict the reaction product. (8) Given the reactants [CH2:1]([N:8]1[CH2:12][CH2:11][C:10]([C:14]2[CH:19]=[CH:18][CH:17]=[C:16]([F:20])[C:15]=2[F:21])(O)[CH2:9]1)[C:2]1[CH:7]=[CH:6][CH:5]=[CH:4][CH:3]=1.C(N(S(F)(F)[F:28])CC)C.C(=O)([O-])O.[Na+], predict the reaction product. The product is: [CH2:1]([N:8]1[CH2:12][CH2:11][C:10]([C:14]2[CH:19]=[CH:18][CH:17]=[C:16]([F:20])[C:15]=2[F:21])([F:28])[CH2:9]1)[C:2]1[CH:7]=[CH:6][CH:5]=[CH:4][CH:3]=1.